Dataset: Peptide-MHC class I binding affinity with 185,985 pairs from IEDB/IMGT. Task: Regression. Given a peptide amino acid sequence and an MHC pseudo amino acid sequence, predict their binding affinity value. This is MHC class I binding data. (1) The peptide sequence is GDGLYNISL. The MHC is H-2-Kb with pseudo-sequence H-2-Kb. The binding affinity (normalized) is 0.105. (2) The peptide sequence is YPHYKSCAL. The MHC is HLA-B08:01 with pseudo-sequence HLA-B08:01. The binding affinity (normalized) is 0.360. (3) The peptide sequence is VHVASGFIEA. The MHC is Mamu-A07 with pseudo-sequence Mamu-A07. The binding affinity (normalized) is 0.258. (4) The peptide sequence is RQIFIHYSV. The MHC is HLA-A32:01 with pseudo-sequence HLA-A32:01. The binding affinity (normalized) is 0.996. (5) The peptide sequence is GLLCVMASSV. The MHC is HLA-A02:03 with pseudo-sequence HLA-A02:03. The binding affinity (normalized) is 0.699. (6) The peptide sequence is YMLKDSAPT. The MHC is HLA-A26:01 with pseudo-sequence HLA-A26:01. The binding affinity (normalized) is 0.0847. (7) The peptide sequence is TRYPLTFGW. The MHC is HLA-B40:01 with pseudo-sequence HLA-B40:01. The binding affinity (normalized) is 0. (8) The peptide sequence is RDWAHNSL. The MHC is HLA-B51:01 with pseudo-sequence HLA-B51:01. The binding affinity (normalized) is 0. (9) The peptide sequence is GLSSRATWA. The MHC is HLA-A02:03 with pseudo-sequence HLA-A02:03. The binding affinity (normalized) is 0.666.